Dataset: Full USPTO retrosynthesis dataset with 1.9M reactions from patents (1976-2016). Task: Predict the reactants needed to synthesize the given product. Given the product [NH2:30][C:28]1[N:29]=[C:10]([S:11][CH3:12])[C:9]([C:15]2[CH:16]=[CH:17][C:18](=[O:22])[N:19]([CH3:21])[N:20]=2)=[C:1]([C:2]2[CH:7]=[CH:6][CH:5]=[CH:4][CH:3]=2)[N:27]=1, predict the reactants needed to synthesize it. The reactants are: [C:1]([C:9]([C:15]1[CH:16]=[CH:17][C:18](=[O:22])[N:19]([CH3:21])[N:20]=1)=[C:10](SC)[S:11][CH3:12])(=O)[C:2]1[CH:7]=[CH:6][CH:5]=[CH:4][CH:3]=1.C(=O)(O)O.[NH2:27][C:28]([NH2:30])=[NH:29].